This data is from Forward reaction prediction with 1.9M reactions from USPTO patents (1976-2016). The task is: Predict the product of the given reaction. (1) Given the reactants CC1C=CC(S(OC[C@@H]2COC(C)(C)O2)(=O)=O)=CC=1.C([C:24]1[NH:25][C:26]2[C:31]([CH:32]=1)=[CH:30][C:29]([N+:33]([O-:35])=[O:34])=[CH:28][CH:27]=2)(C)(C)C.C([O-])([O-])=O.[Cs+].[Cs+], predict the reaction product. The product is: [N+:33]([C:29]1[CH:30]=[C:31]2[C:26](=[CH:27][CH:28]=1)[NH:25][CH:24]=[CH:32]2)([O-:35])=[O:34]. (2) Given the reactants [NH2:1][C:2]([C@@H:4]1[CH2:9][C@H:8]([N:10]([C:15]([C:17]2[C:18]([NH:27][CH2:28][C:29]3[O:30][CH:31]=[CH:32][CH:33]=3)=[N:19][C:20]([C:23]([CH3:26])([CH3:25])[CH3:24])=[N:21][CH:22]=2)=[O:16])[CH2:11][CH:12]([CH3:14])[CH3:13])[CH2:7][N:6]([C:34]([O:36][C:37]([CH3:40])([CH3:39])[CH3:38])=[O:35])[CH2:5]1)=O.FC(F)(F)C(OC(=O)C(F)(F)F)=O, predict the reaction product. The product is: [C:23]([C:20]1[N:19]=[C:18]([NH:27][CH2:28][C:29]2[O:30][CH:31]=[CH:32][CH:33]=2)[C:17]([C:15]([N:10]([CH2:11][CH:12]([CH3:14])[CH3:13])[C@H:8]2[CH2:9][C@@H:4]([C:2]#[N:1])[CH2:5][N:6]([C:34]([O:36][C:37]([CH3:40])([CH3:39])[CH3:38])=[O:35])[CH2:7]2)=[O:16])=[CH:22][N:21]=1)([CH3:26])([CH3:25])[CH3:24]. (3) Given the reactants C[O:2][C:3](=[O:52])[C@@H:4]([NH:18][C:19](=[O:51])[C:20]1[CH:25]=[C:24]([Br:26])[CH:23]=[CH:22][C:21]=1[O:27][CH2:28][C:29]1[CH:34]=[CH:33][C:32]([O:35][CH2:36][C:37]2[CH:42]=[CH:41][CH:40]=[CH:39][CH:38]=2)=[C:31]([O:43][CH2:44][C:45]2[CH:50]=[CH:49][CH:48]=[CH:47][CH:46]=2)[CH:30]=1)[CH2:5][C:6]1[CH:11]=[CH:10][C:9]([C:12]2[CH:17]=[CH:16][CH:15]=[CH:14][CH:13]=2)=[CH:8][CH:7]=1.[Li+].[OH-], predict the reaction product. The product is: [C:9]1([C:12]2[CH:17]=[CH:16][CH:15]=[CH:14][CH:13]=2)[CH:8]=[CH:7][C:6]([CH2:5][C@H:4]([NH:18][C:19](=[O:51])[C:20]2[CH:25]=[C:24]([Br:26])[CH:23]=[CH:22][C:21]=2[O:27][CH2:28][C:29]2[CH:34]=[CH:33][C:32]([O:35][CH2:36][C:37]3[CH:42]=[CH:41][CH:40]=[CH:39][CH:38]=3)=[C:31]([O:43][CH2:44][C:45]3[CH:46]=[CH:47][CH:48]=[CH:49][CH:50]=3)[CH:30]=2)[C:3]([OH:52])=[O:2])=[CH:11][CH:10]=1. (4) Given the reactants [NH:1]1[CH2:6][CH2:5][CH2:4][CH:3]([C:7]([O:9][CH2:10][CH3:11])=[O:8])[CH2:2]1.C([O-])([O-])=O.[K+].[K+].C1COCC1.O.[C:24](Cl)(=[O:33])[O:25][CH2:26][C:27]1[CH:32]=[CH:31][CH:30]=[CH:29][CH:28]=1, predict the reaction product. The product is: [N:1]1([C:24]([O:25][CH2:26][C:27]2[CH:32]=[CH:31][CH:30]=[CH:29][CH:28]=2)=[O:33])[CH2:6][CH2:5][CH2:4][CH:3]([C:7]([O:9][CH2:10][CH3:11])=[O:8])[CH2:2]1. (5) The product is: [CH2:1]([C:4]1[CH:13]=[CH:12][CH:11]=[C:10]2[C:5]=1[CH:6]=[CH:7][C:8](=[S:24])[NH:9]2)[CH:2]=[CH2:3]. Given the reactants [CH2:1]([C:4]1[CH:13]=[CH:12][CH:11]=[C:10]2[C:5]=1[CH:6]=[CH:7][C:8](=O)[NH:9]2)[CH:2]=[CH2:3].COC1C=CC(P2(SP(C3C=CC(OC)=CC=3)(=S)S2)=[S:24])=CC=1, predict the reaction product.